This data is from Reaction yield outcomes from USPTO patents with 853,638 reactions. The task is: Predict the reaction yield, written as a fraction of the theoretical maximum amount of product (1.0 means a 100% yield; for example, 0.34 means a 34% yield). (1) The reactants are [CH:1]1([N:7]=[C:8]2[S:12][C:11]([C:13]3[CH:20]=[CH:19][C:16]([C:17]#[N:18])=[CH:15][CH:14]=3)=[N:10][N:9]2[CH3:21])[CH2:6][CH2:5][CH:4]=[CH:3][CH2:2]1.C([O-])([O-])=[O:23].[Na+].[Na+].OO. The catalyst is C(O)C.O. The product is [CH:1]1([N:7]=[C:8]2[S:12][C:11]([C:13]3[CH:14]=[CH:15][C:16]([C:17]([NH2:18])=[O:23])=[CH:19][CH:20]=3)=[N:10][N:9]2[CH3:21])[CH2:6][CH2:5][CH:4]=[CH:3][CH2:2]1. The yield is 0.640. (2) The reactants are [C:1]([C:5]1[CH:10]=[CH:9][C:8]([C:11]2[N:15]([CH3:16])[N:14]=[C:13]([C:17](=O)[CH3:18])[C:12]=2[OH:20])=[CH:7][CH:6]=1)([CH3:4])([CH3:3])[CH3:2].[NH:21]([C:23]([C:25]1[CH:34]=[CH:33][C:28]([C:29]([O:31][CH3:32])=[O:30])=[C:27]([OH:35])[CH:26]=1)=[O:24])[NH2:22]. The catalyst is C(O)(C)C. The product is [C:1]([C:5]1[CH:10]=[CH:9][C:8]([C:11]2[N:15]([CH3:16])[N:14]=[C:13]([C:17](=[N:22][NH:21][C:23]([C:25]3[CH:34]=[CH:33][C:28]([C:29]([O:31][CH3:32])=[O:30])=[C:27]([OH:35])[CH:26]=3)=[O:24])[CH3:18])[C:12]=2[OH:20])=[CH:7][CH:6]=1)([CH3:4])([CH3:3])[CH3:2]. The yield is 0.810. (3) The reactants are [Br:1][C:2]1[C:8]([F:9])=[CH:7][CH:6]=[CH:5][C:3]=1[NH2:4].[C:10](Cl)(=[O:14])[CH2:11][CH2:12][CH3:13].N1C=CC=CC=1.O. The catalyst is C(Cl)Cl. The product is [Br:1][C:2]1[C:8]([F:9])=[CH:7][CH:6]=[CH:5][C:3]=1[NH:4][C:10](=[O:14])[CH2:11][CH2:12][CH3:13]. The yield is 0.730. (4) The reactants are [C:1]([O:5][C:6]([NH:8][C@@H:9]([CH2:15][CH2:16][C:17](=[O:21])[CH:18]=[N+]=[N-])[C:10]([O:12][CH2:13][CH3:14])=[O:11])=[O:7])([CH3:4])([CH3:3])[CH3:2]. The catalyst is C(Cl)Cl. The product is [O:21]=[C:17]1[CH2:18][N:8]([C:6]([O:5][C:1]([CH3:4])([CH3:3])[CH3:2])=[O:7])[C@H:9]([C:10]([O:12][CH2:13][CH3:14])=[O:11])[CH2:15][CH2:16]1. The yield is 0.550. (5) The reactants are [CH2:1]([O:8][C:9]([NH:11][CH2:12][CH2:13][CH2:14][C:15]([OH:17])=O)=[O:10])[C:2]1[CH:7]=[CH:6][CH:5]=[CH:4][CH:3]=1.Cl.[CH2:19]([N:21]=[C:22]=NCCCN(C)C)C.CN(CCCN=C=NCC)C.ON1C2C=CC=CC=2N=N1.CNC. The catalyst is CN(C)C=O. The product is [CH3:19][N:21]([CH3:22])[C:15]([CH2:14][CH2:13][CH2:12][NH:11][C:9](=[O:10])[O:8][CH2:1][C:2]1[CH:7]=[CH:6][CH:5]=[CH:4][CH:3]=1)=[O:17]. The yield is 0.820. (6) The reactants are [Cl:1][C:2]1[C:7]([CH2:8][CH:9]=[O:10])=[C:6]([Cl:11])[N:5]=[CH:4][N:3]=1.[BH4-].[Na+]. The catalyst is CO. The product is [Cl:11][C:6]1[C:7]([CH2:8][CH2:9][OH:10])=[C:2]([Cl:1])[N:3]=[CH:4][N:5]=1. The yield is 0.630. (7) The reactants are P([O:13][CH2:14][C@H:15]1[CH2:19][CH2:18][CH2:17][N:16]1[CH2:20][CH2:21][CH2:22][O:23][C:24]1[CH:33]=[C:32]2[C:27]([C:28]([NH:34][C:35]3[CH:39]=[C:38]([CH2:40][C:41]([NH:43][C:44]4[CH:49]=[CH:48][CH:47]=[C:46]([F:50])[CH:45]=4)=[O:42])[NH:37][N:36]=3)=[N:29][CH:30]=[N:31]2)=[CH:26][CH:25]=1)(OC(C)(C)C)(OC(C)(C)C)=O.N1CCC[C@@H]1CO. No catalyst specified. The product is [F:50][C:46]1[CH:45]=[C:44]([NH:43][C:41](=[O:42])[CH2:40][C:38]2[NH:37][N:36]=[C:35]([NH:34][C:28]3[C:27]4[C:32](=[CH:33][C:24]([O:23][CH2:22][CH2:21][CH2:20][N:16]5[CH2:17][CH2:18][CH2:19][C@@H:15]5[CH2:14][OH:13])=[CH:25][CH:26]=4)[N:31]=[CH:30][N:29]=3)[CH:39]=2)[CH:49]=[CH:48][CH:47]=1. The yield is 0.350. (8) The yield is 0.860. The product is [C:1]([Si:5]([O:8][CH:9]([CH2:12][CH2:13][C:14]1[S:18][C:17]2[CH:19]=[CH:20][CH:21]=[CH:22][C:16]=2[C:15]=1[Cl:23])/[CH:10]=[CH:11]/[I:24])([CH3:6])[CH3:7])([CH3:4])([CH3:2])[CH3:3]. The catalyst is ClCCl. The reactants are [C:1]([Si:5]([O:8][CH:9]([CH2:12][CH2:13][C:14]1[S:18][C:17]2[CH:19]=[CH:20][CH:21]=[CH:22][C:16]=2[C:15]=1[Cl:23])[C:10]#[CH:11])([CH3:7])[CH3:6])([CH3:4])([CH3:3])[CH3:2].[I:24]N1C(=O)CCC1=O.C(=O)(O)[O-].[Na+].